Dataset: Forward reaction prediction with 1.9M reactions from USPTO patents (1976-2016). Task: Predict the product of the given reaction. (1) Given the reactants [CH3:1][O:2][CH2:3][O:4][C:5]1[C:9]([C:10]([O:12][CH2:13][CH3:14])=[O:11])=[CH:8][NH:7][N:6]=1.[CH3:15][C:16]1[CH:21]=[CH:20][CH:19]=[CH:18][C:17]=1B(O)O.N1C=CC=CC=1.ClCCl, predict the reaction product. The product is: [CH3:1][O:2][CH2:3][O:4][C:5]1[C:9]([C:10]([O:12][CH2:13][CH3:14])=[O:11])=[CH:8][N:7]([C:17]2[CH:18]=[CH:19][CH:20]=[CH:21][C:16]=2[CH3:15])[N:6]=1. (2) The product is: [C:27]1([CH:11]([C:8]2[S:9][C:10]3[C:2]([C:33]4[CH:38]=[CH:37][CH:36]=[CH:35][CH:34]=4)=[CH:3][CH:4]=[CH:5][C:6]=3[CH:7]=2)[NH:12][S:13]([C:16]2[CH:26]=[CH:25][C:19]3[O:20][CH2:21][CH2:22][CH2:23][O:24][C:18]=3[CH:17]=2)(=[O:15])=[O:14])[CH:28]=[CH:29][CH:30]=[CH:31][CH:32]=1. Given the reactants Cl[C:2]1[C:10]2[S:9][C:8]([CH:11]([C:27]3[CH:32]=[CH:31][CH:30]=[CH:29][CH:28]=3)[NH:12][S:13]([C:16]3[CH:26]=[CH:25][C:19]4[O:20][CH2:21][CH2:22][CH2:23][O:24][C:18]=4[CH:17]=3)(=[O:15])=[O:14])=[CH:7][C:6]=2[CH:5]=[CH:4][CH:3]=1.[C:33]1(B(O)O)[CH:38]=[CH:37][CH:36]=[CH:35][CH:34]=1.[Cl-].CC1C=C(C)C=C(C)C=1[N+]1C=CN(C2C(C)=CC(C)=CC=2C)C=1.C(=O)([O-])[O-].[Cs+].[Cs+], predict the reaction product. (3) Given the reactants [CH3:1]O.Cl.Cl[C:5]1[C:10]([C:11]#[N:12])=[CH:9][N:8]=[C:7]([S:13][CH3:14])[N:6]=1.[CH3:15][CH2:16][N:17](C(C)C)C(C)C.C([O:27][CH2:28][CH3:29])(=O)C.[CH2:30](O)[CH3:31], predict the reaction product. The product is: [OH:27][CH2:28][C@H:29]1[CH2:15][C@@H:16]([NH:17][C:5]2[C:10]([C:11]#[N:12])=[CH:9][N:8]=[C:7]([S:13][CH3:14])[N:6]=2)[C:30]1([CH3:31])[CH3:1]. (4) Given the reactants C([O:5][C:6](=[O:45])[C:7]([O:10]/[N:11]=[C:12](/[C:32]1[N:33]=[C:34]([NH:37]C(OC(C)(C)C)=O)[S:35][CH:36]=1)\[C:13]([NH:15][C@H:16]1[C@@H:19]([CH2:20][N:21]2[CH2:25][CH2:24][O:23][C:22]2=[O:26])[N:18]([S:27]([OH:30])(=[O:29])=[O:28])[C:17]1=[O:31])=[O:14])([CH3:9])[CH3:8])(C)(C)C.C(O)(C(F)(F)F)=O, predict the reaction product. The product is: [NH2:37][C:34]1[S:35][CH:36]=[C:32](/[C:12](=[N:11]/[O:10][C:7]([CH3:9])([CH3:8])[C:6]([OH:45])=[O:5])/[C:13](=[O:14])[NH:15][C@H:16]2[C@@H:19]([CH2:20][N:21]3[CH2:25][CH2:24][O:23][C:22]3=[O:26])[N:18]([S:27]([OH:30])(=[O:29])=[O:28])[C:17]2=[O:31])[N:33]=1.